The task is: Predict the reactants needed to synthesize the given product.. This data is from Full USPTO retrosynthesis dataset with 1.9M reactions from patents (1976-2016). (1) Given the product [Cl:1][C:2]1[C:3]([C:26]2[CH:66]=[N:67][N:28]3[CH:29]=[CH:34][CH:33]=[CH:32][C:27]=23)=[N:4][C:5]([NH:8][C:9]2[CH:14]=[C:13]([NH:44][C:45](=[O:47])[CH3:46])[CH:12]=[CH:11][C:10]=2[O:24][CH3:25])=[N:6][CH:7]=1, predict the reactants needed to synthesize it. The reactants are: [Cl:1][C:2]1[C:3]([C:26]2N3C=[CH:32][CH:33]=[CH:34][C:29]3=[N:28][CH:27]=2)=[N:4][C:5]([NH:8][C:9]2[CH:14]=[CH:13][C:12](CC(NC3CCNC3)=O)=[CH:11][C:10]=2[O:24][CH3:25])=[N:6][CH:7]=1.NC1C=C([NH:44][C:45](=[O:47])[CH3:46])C=CC=1OC.O.CC1C=CC(S(O)(=O)=O)=CC=1.C([O-])([O-])=O.[K+].[K+].[CH3:66][N:67]1C(=O)CCC1. (2) Given the product [CH2:1]([O:8][C:9](=[O:14])[C@H:10]([CH2:12][OH:13])[NH:11][C:27](=[O:28])[CH2:26][C@H:25]([O:24][C:15](=[O:23])[CH2:16][CH2:17][CH2:18][CH2:19][CH2:20][CH2:21][CH3:22])[CH2:30][CH2:31][CH2:32][CH2:33][CH2:34][CH2:35][CH2:36][CH2:37][CH2:38][CH2:39][CH3:40])[C:2]1[CH:7]=[CH:6][CH:5]=[CH:4][CH:3]=1, predict the reactants needed to synthesize it. The reactants are: [CH2:1]([O:8][C:9](=[O:14])[C@H:10]([CH2:12][OH:13])[NH2:11])[C:2]1[CH:7]=[CH:6][CH:5]=[CH:4][CH:3]=1.[C:15]([O:24][C@H:25]([CH2:30][CH2:31][CH2:32][CH2:33][CH2:34][CH2:35][CH2:36][CH2:37][CH2:38][CH2:39][CH3:40])[CH2:26][C:27](O)=[O:28])(=[O:23])[CH2:16][CH2:17][CH2:18][CH2:19][CH2:20][CH2:21][CH3:22].C(Cl)CCl.CI. (3) The reactants are: O[CH2:2][CH2:3][N:4]([CH3:34])[C:5]([C:7]1[C:12]([O:13][CH2:14][C:15]2[CH:20]=[CH:19][CH:18]=[CH:17][CH:16]=2)=[C:11]([OH:21])[N:10]=[C:9]([CH2:22][C:23]2([C:28]3[CH:33]=[CH:32][CH:31]=[CH:30][N:29]=3)[CH2:27][CH2:26][CH2:25][CH2:24]2)[N:8]=1)=[O:6].N(C(OC(C)C)=O)=NC(OC(C)C)=O.CO.O. Given the product [CH2:14]([O:13][C:12]1[C:11](=[O:21])[N:10]=[C:9]([CH2:22][C:23]2([C:28]3[CH:33]=[CH:32][CH:31]=[CH:30][N:29]=3)[CH2:27][CH2:26][CH2:25][CH2:24]2)[N:8]2[CH2:2][CH2:3][N:4]([CH3:34])[C:5](=[O:6])[C:7]=12)[C:15]1[CH:20]=[CH:19][CH:18]=[CH:17][CH:16]=1, predict the reactants needed to synthesize it.